Dataset: Retrosynthesis with 50K atom-mapped reactions and 10 reaction types from USPTO. Task: Predict the reactants needed to synthesize the given product. (1) The reactants are: CS(=O)(=O)Oc1ccc(F)cc1C=O. Given the product CS(=O)(=O)Oc1ccc(F)cc1CO, predict the reactants needed to synthesize it. (2) Given the product CCOC(=O)CCCn1c(Nc2c(C)cc(Cl)cc2OC)nc2c(Cl)ccc(C(CC)CC)c21, predict the reactants needed to synthesize it. The reactants are: CCOC(=O)CCCn1c(Cl)nc2c(Cl)ccc(C(CC)CC)c21.COc1cc(Cl)cc(C)c1N.